From a dataset of Catalyst prediction with 721,799 reactions and 888 catalyst types from USPTO. Predict which catalyst facilitates the given reaction. (1) Reactant: C(OC([N:8]1[CH2:13][CH2:12][CH:11]([N:14]([C:24]2[CH:28]=[C:27]([C:29]3[CH2:34][CH2:33][CH2:32][CH2:31][CH:30]=3)[S:26][C:25]=2[C:35]([O:37][CH3:38])=[O:36])[C:15]([C@H:17]2[CH2:22][CH2:21][C@H:20]([CH3:23])[CH2:19][CH2:18]2)=[O:16])[CH2:10][CH2:9]1)=O)(C)(C)C. Product: [CH3:38][O:37][C:35]([C:25]1[S:26][C:27]([C:29]2[CH2:34][CH2:33][CH2:32][CH2:31][CH:30]=2)=[CH:28][C:24]=1[N:14]([C:15]([C@H:17]1[CH2:22][CH2:21][C@H:20]([CH3:23])[CH2:19][CH2:18]1)=[O:16])[CH:11]1[CH2:12][CH2:13][NH:8][CH2:9][CH2:10]1)=[O:36]. The catalyst class is: 281. (2) Reactant: CC([CH:5]1[CH2:10][N:9]([CH2:11][CH:12]2[C:21]3[C:16](=[C:17]([O:24][CH3:25])[C:18]([C:22]#[N:23])=[CH:19][CH:20]=3)[CH2:15][CH2:14][O:13]2)[CH2:8][CH2:7][N:6]1C([O-])=O)(C)C.C(O)(C(F)(F)F)=O. Product: [CH3:25][O:24][C:17]1[C:18]([C:22]#[N:23])=[CH:19][CH:20]=[C:21]2[C:16]=1[CH2:15][CH2:14][O:13][CH:12]2[CH2:11][N:9]1[CH2:10][CH2:5][NH:6][CH2:7][CH2:8]1. The catalyst class is: 2. (3) Product: [Br:1][C:2]1[C:10]([OH:11])=[CH:9][CH:8]=[C:7]2[C:3]=1[CH2:4][CH2:5][C:6]2=[O:13]. The catalyst class is: 9. Reactant: [Br:1][C:2]1[C:10]([O:11]C)=[CH:9][CH:8]=[C:7]2[C:3]=1[CH2:4][CH2:5][C:6]2=[O:13].C[S-].[Na+]. (4) Product: [CH2:12]([O:11][C@@H:10]1[C@@H:19]([O:20][CH2:21][C:22]2[CH:27]=[CH:26][CH:25]=[CH:24][CH:23]=2)[C@H:28]([O:29][CH2:30][C:31]2[CH:32]=[CH:33][CH:34]=[CH:35][CH:36]=2)[C@@H:37]([CH2:39][O:40][CH2:41][C:42]2[CH:43]=[CH:44][CH:45]=[CH:46][CH:47]=2)[O:38][C@@H:9]1[CH2:8][CH2:7][CH2:6][N:48]=[N+:49]=[N-:50])[C:13]1[CH:14]=[CH:15][CH:16]=[CH:17][CH:18]=1. Reactant: CS(O[CH2:6][CH2:7][CH2:8][C@H:9]1[O:38][C@H:37]([CH2:39][O:40][CH2:41][C:42]2[CH:47]=[CH:46][CH:45]=[CH:44][CH:43]=2)[C@@H:28]([O:29][CH2:30][C:31]2[CH:36]=[CH:35][CH:34]=[CH:33][CH:32]=2)[C@H:19]([O:20][CH2:21][C:22]2[CH:27]=[CH:26][CH:25]=[CH:24][CH:23]=2)[C@H:10]1[O:11][CH2:12][C:13]1[CH:18]=[CH:17][CH:16]=[CH:15][CH:14]=1)(=O)=O.[N-:48]=[N+:49]=[N-:50].C([N+](CCCC)(CCCC)CCCC)CCC. The catalyst class is: 751. (5) Reactant: [F:1][C:2]1[CH:29]=[CH:28][CH:27]=[CH:26][C:3]=1[CH2:4][N:5]1[C:9]2=[N:10][CH:11]=[CH:12][CH:13]=[C:8]2[C:7]([C:14]2[N:22]=[C:21]3[C:17]([N:18]([CH3:24])[C:19](=[O:23])[NH:20]3)=[C:16](I)[N:15]=2)=[N:6]1.[NH:30]1[CH2:33][CH2:32][CH2:31]1. Product: [N:30]1([C:16]2[N:15]=[C:14]([C:7]3[C:8]4[C:9](=[N:10][CH:11]=[CH:12][CH:13]=4)[N:5]([CH2:4][C:3]4[CH:26]=[CH:27][CH:28]=[CH:29][C:2]=4[F:1])[N:6]=3)[N:22]=[C:21]3[C:17]=2[N:18]([CH3:24])[C:19](=[O:23])[NH:20]3)[CH2:33][CH2:32][CH2:31]1. The catalyst class is: 60. (6) Reactant: [CH2:1]([O:8][C:9](=[O:21])[C:10]([OH:20])([CH2:15][CH:16]=[C:17]([CH3:19])[CH3:18])[CH2:11][C:12]([OH:14])=[O:13])[C:2]1[CH:7]=[CH:6][CH:5]=[CH:4][CH:3]=1.[CH:22]1C=CC=CC=1.[Si](C=[N+]=[N-])(C)(C)C. Product: [OH:20][C@:10]([CH2:15][CH:16]=[C:17]([CH3:18])[CH3:19])([CH2:11][C:12]([O:14][CH3:22])=[O:13])[C:9]([O:8][CH2:1][C:2]1[CH:3]=[CH:4][CH:5]=[CH:6][CH:7]=1)=[O:21]. The catalyst class is: 5.